This data is from Full USPTO retrosynthesis dataset with 1.9M reactions from patents (1976-2016). The task is: Predict the reactants needed to synthesize the given product. (1) Given the product [Br:12][C:7]1[CH:8]=[C:2]([F:1])[CH:3]=[C:4]([N+:9]([O-:11])=[O:10])[C:5]=1[NH2:6], predict the reactants needed to synthesize it. The reactants are: [F:1][C:2]1[CH:8]=[CH:7][C:5]([NH2:6])=[C:4]([N+:9]([O-:11])=[O:10])[CH:3]=1.[Br:12]Br. (2) Given the product [Cl:1][C:2]1[C:7]([CH2:8][N:13]([CH:14]=[O:15])[CH:11]=[O:12])=[N:6][CH:5]=[CH:4][N:3]=1, predict the reactants needed to synthesize it. The reactants are: [Cl:1][C:2]1[C:7]([CH2:8]Cl)=[N:6][CH:5]=[CH:4][N:3]=1.[Na+].[CH:11]([N-:13][CH:14]=[O:15])=[O:12]. (3) Given the product [F:1][C:2]1[CH:7]=[CH:6][C:5]([CH:8]([OH:28])[CH:9]([CH2:15][C:16]2[CH:21]=[CH:20][CH:19]=[C:18]([O:22][CH2:23][C:24]([F:26])([F:27])[F:25])[CH:17]=2)[C:10]([OH:12])=[O:11])=[CH:4][CH:3]=1, predict the reactants needed to synthesize it. The reactants are: [F:1][C:2]1[CH:7]=[CH:6][C:5]([CH:8]([OH:28])[CH:9]([CH2:15][C:16]2[CH:21]=[CH:20][CH:19]=[C:18]([O:22][CH2:23][C:24]([F:27])([F:26])[F:25])[CH:17]=2)[C:10]([O:12]CC)=[O:11])=[CH:4][CH:3]=1.[OH-].[Na+].Cl. (4) Given the product [ClH:29].[NH2:21][C:16]1([C:18]([NH2:20])=[O:19])[CH2:17][NH:14][CH2:15]1, predict the reactants needed to synthesize it. The reactants are: C([N:14]1[CH2:17][C:16]([NH:21]CC2C=CC=CC=2)([C:18]([NH2:20])=[O:19])[CH2:15]1)(C1C=CC=CC=1)C1C=CC=CC=1.[ClH:29]. (5) Given the product [CH3:1][O:24][C:23]([C:20]1([C:15]2[CH:16]=[CH:17][C:18]([OH:19])=[C:13]([OH:12])[CH:14]=2)[CH2:22][CH2:21]1)=[O:25], predict the reactants needed to synthesize it. The reactants are: [CH3:1]C1C=CC(S(O)(=O)=O)=CC=1.[OH:12][C:13]1[CH:14]=[C:15]([C:20]2([C:23]([OH:25])=[O:24])[CH2:22][CH2:21]2)[CH:16]=[CH:17][C:18]=1[OH:19]. (6) Given the product [CH3:25][O:26][C:32]([C:8]1[N:7]=[N:6][C:5]([CH2:1][CH2:2][CH2:3][CH3:4])=[C:10]([C:11]2[CH:16]=[CH:15][C:14]([O:17][CH:18]3[CH2:23][CH2:22][CH2:21][CH2:20][CH2:19]3)=[CH:13][CH:12]=2)[CH:9]=1)=[O:33], predict the reactants needed to synthesize it. The reactants are: [CH2:1]([C:5]1[N:6]=[N:7][C:8](Cl)=[CH:9][C:10]=1[C:11]1[CH:16]=[CH:15][C:14]([O:17][CH:18]2[CH2:23][CH2:22][CH2:21][CH2:20][CH2:19]2)=[CH:13][CH:12]=1)[CH2:2][CH2:3][CH3:4].[CH3:25][OH:26].[C]=O.CN([CH:32]=[O:33])C. (7) Given the product [Br:1][C:2]1[C:3]([O:11][CH3:12])=[CH:4][C:5]([Cl:10])=[C:6]([CH:7]=1)[CH:8]=[O:9], predict the reactants needed to synthesize it. The reactants are: [Br:1][C:2]1[C:3]([O:11][CH3:12])=[CH:4][C:5]([Cl:10])=[C:6]([CH2:8][OH:9])[CH:7]=1. (8) Given the product [CH2:1]([N:8]1[CH:12]=[C:11]([CH2:13][C:14]([OH:16])=[O:15])[C:10]([O:19][CH2:20][C:21]2[CH:22]=[N:23][C:24]([O:27][CH2:28][C:29]3[N:30]=[C:31]([C:35]4[CH:36]=[CH:37][CH:38]=[CH:39][CH:40]=4)[O:32][C:33]=3[CH3:34])=[CH:25][CH:26]=2)=[N:9]1)[C:2]1[CH:7]=[CH:6][CH:5]=[CH:4][CH:3]=1, predict the reactants needed to synthesize it. The reactants are: [CH2:1]([N:8]1[CH:12]=[C:11]([CH2:13][C:14]([O:16]CC)=[O:15])[C:10]([O:19][CH2:20][C:21]2[CH:22]=[N:23][C:24]([O:27][CH2:28][C:29]3[N:30]=[C:31]([C:35]4[CH:40]=[CH:39][CH:38]=[CH:37][CH:36]=4)[O:32][C:33]=3[CH3:34])=[CH:25][CH:26]=2)=[N:9]1)[C:2]1[CH:7]=[CH:6][CH:5]=[CH:4][CH:3]=1.[OH-].[Na+].O1CCCC1.Cl. (9) Given the product [CH2:1]([P:3](=[O:7])([O-:10])[O:4][CH2:5][CH3:6])[CH3:2].[Al+3:19].[CH2:5]([O:4][P:3]([CH2:1][CH3:2])(=[O:7])[O-:10])[CH3:6].[CH2:5]([O:4][P:3]([CH2:1][CH3:2])(=[O:7])[O-:10])[CH3:6], predict the reactants needed to synthesize it. The reactants are: [CH2:1]([P:3](=[O:10])([O:7]CC)[O:4][CH2:5][CH3:6])[CH3:2].[OH-].[Na+].O.S([O-])([O-])(=O)=O.[Al+3:19].S([O-])([O-])(=O)=O.S([O-])([O-])(=O)=O.[Al+3].